Dataset: NCI-60 drug combinations with 297,098 pairs across 59 cell lines. Task: Regression. Given two drug SMILES strings and cell line genomic features, predict the synergy score measuring deviation from expected non-interaction effect. Drug 1: CC1=CC2C(CCC3(C2CCC3(C(=O)C)OC(=O)C)C)C4(C1=CC(=O)CC4)C. Cell line: HOP-92. Synergy scores: CSS=-11.9, Synergy_ZIP=2.35, Synergy_Bliss=-7.72, Synergy_Loewe=-16.3, Synergy_HSA=-16.1. Drug 2: CCCCCOC(=O)NC1=NC(=O)N(C=C1F)C2C(C(C(O2)C)O)O.